Dataset: Forward reaction prediction with 1.9M reactions from USPTO patents (1976-2016). Task: Predict the product of the given reaction. (1) Given the reactants [OH:1][CH:2]([CH2:8][C:9]1[CH:14]=[CH:13][C:12]([O:15][CH2:16][C:17]2[CH:22]=[CH:21][CH:20]=[CH:19][CH:18]=2)=[CH:11][CH:10]=1)[C:3]([O:5]CC)=[O:4].Cl, predict the reaction product. The product is: [OH:1][CH:2]([CH2:8][C:9]1[CH:14]=[CH:13][C:12]([O:15][CH2:16][C:17]2[CH:22]=[CH:21][CH:20]=[CH:19][CH:18]=2)=[CH:11][CH:10]=1)[C:3]([OH:5])=[O:4]. (2) Given the reactants [NH2:1][C:2]1[CH:7]=[CH:6][C:5]([OH:8])=[CH:4][C:3]=1[F:9].CC(C)([O-])C.[K+].Cl[C:17]1[CH:22]=[CH:21][N:20]=[C:19]([C:23]([NH:25][CH3:26])=[O:24])[CH:18]=1, predict the reaction product. The product is: [NH2:1][C:2]1[CH:7]=[CH:6][C:5]([O:8][C:17]2[CH:22]=[CH:21][N:20]=[C:19]([C:23]([NH:25][CH3:26])=[O:24])[CH:18]=2)=[CH:4][C:3]=1[F:9]. (3) Given the reactants [O:1]([C:8]1[CH:16]=[CH:15][C:11]([C:12]([OH:14])=O)=[CH:10][CH:9]=1)[C:2]1[CH:7]=[CH:6][CH:5]=[CH:4][CH:3]=1.ON1C2C=CC=CC=2N=N1.Cl.CN(C)CCCN=C=NCC.C(N(CC)CC)C.[NH2:46][CH2:47][C:48]1[C:49]([OH:56])=[N:50][C:51]([CH3:55])=[CH:52][C:53]=1[CH3:54], predict the reaction product. The product is: [OH:56][C:49]1[C:48]([CH2:47][NH:46][C:12](=[O:14])[C:11]2[CH:10]=[CH:9][C:8]([O:1][C:2]3[CH:3]=[CH:4][CH:5]=[CH:6][CH:7]=3)=[CH:16][CH:15]=2)=[C:53]([CH3:54])[CH:52]=[C:51]([CH3:55])[N:50]=1. (4) Given the reactants NC[C:3]1[N:8]=[C:7](N(CC(OC(C)(C)C)=O)C(OC(C)(C)C)=O)[CH:6]=[CH:5][CH:4]=1.S1C=CC=C1[S:30]([Cl:33])(=[O:32])=[O:31], predict the reaction product. The product is: [N:8]1[CH:7]=[CH:6][CH:5]=[CH:4][C:3]=1[S:30]([Cl:33])(=[O:32])=[O:31].